The task is: Predict the reactants needed to synthesize the given product.. This data is from Full USPTO retrosynthesis dataset with 1.9M reactions from patents (1976-2016). (1) Given the product [C:1]([O:5][C:6]([N:8]1[C:16]2[C:11](=[CH:12][C:13]([NH2:17])=[CH:14][CH:15]=2)[CH2:10][CH2:9]1)=[O:7])([CH3:4])([CH3:2])[CH3:3], predict the reactants needed to synthesize it. The reactants are: [C:1]([O:5][C:6]([N:8]1[C:16]2[C:11](=[CH:12][C:13]([N+:17]([O-])=O)=[CH:14][CH:15]=2)[CH2:10][CH2:9]1)=[O:7])([CH3:4])([CH3:3])[CH3:2].CO. (2) Given the product [Cl:1][C:2]1[CH:7]=[C:6]2[NH:8][C:9](=[O:35])[C:10]3([CH:15]([C:16]4[CH:21]=[CH:20][CH:19]=[C:18]([Cl:22])[CH:17]=4)[CH2:14][C:13](=[O:23])[NH:12][CH:11]3[C:24]3[CH:29]=[C:28]([CH:36]=[CH2:37])[CH:27]=[CH:26][C:25]=3[O:31][CH2:32][CH2:33][OH:34])[C:5]2=[CH:4][CH:3]=1, predict the reactants needed to synthesize it. The reactants are: [Cl:1][C:2]1[CH:7]=[C:6]2[NH:8][C:9](=[O:35])[C:10]3([CH:15]([C:16]4[CH:21]=[CH:20][CH:19]=[C:18]([Cl:22])[CH:17]=4)[CH2:14][C:13](=[O:23])[NH:12][CH:11]3[C:24]3[CH:29]=[C:28](I)[CH:27]=[CH:26][C:25]=3[O:31][CH2:32][CH2:33][OH:34])[C:5]2=[CH:4][CH:3]=1.[C:36]1(P(C2C=CC=CC=2)C2C=CC=CC=2)C=CC=C[CH:37]=1.C([Sn](CCCC)(CCCC)C=C)CCC. (3) Given the product [O:35]1[CH2:40][CH2:39][N:38]([C:41]2[C:46]([NH:47][C:55]3[C:64]4[C:59](=[CH:60][C:61]([F:66])=[CH:62][C:63]=4[F:65])[N:58]=[C:57]([C:67]4[CH:68]=[N:69][C:70]([F:73])=[CH:71][CH:72]=4)[C:56]=3[CH3:74])=[CH:45][C:44]([N:48]3[CH2:49][CH2:50][O:51][CH2:52][CH2:53]3)=[CH:43][N:42]=2)[CH2:37][CH2:36]1, predict the reactants needed to synthesize it. The reactants are: C1(P(C2CCCCC2)C2C=CC=CC=2C2C(C(C)C)=CC(C(C)C)=CC=2C(C)C)CCCCC1.[O:35]1[CH2:40][CH2:39][N:38]([C:41]2[C:46]([NH2:47])=[CH:45][C:44]([N:48]3[CH2:53][CH2:52][O:51][CH2:50][CH2:49]3)=[CH:43][N:42]=2)[CH2:37][CH2:36]1.Cl[C:55]1[C:64]2[C:59](=[CH:60][C:61]([F:66])=[CH:62][C:63]=2[F:65])[N:58]=[C:57]([C:67]2[CH:68]=[N:69][C:70]([F:73])=[CH:71][CH:72]=2)[C:56]=1[CH3:74].CC(C)([O-])C.[Na+]. (4) Given the product [C:9]([O:8][C:6]([N:13]1[CH2:14][CH2:15][C:3](=[CH2:4])[CH2:2][CH2:1]1)=[O:7])([CH3:12])([CH3:11])[CH3:10], predict the reactants needed to synthesize it. The reactants are: [CH2:1]([Li])[CH2:2][CH2:3][CH3:4].[C:6]([N:13]1CCC[CH2:15][C:14]1=O)([O:8][C:9]([CH3:12])([CH3:11])[CH3:10])=[O:7].